Dataset: Full USPTO retrosynthesis dataset with 1.9M reactions from patents (1976-2016). Task: Predict the reactants needed to synthesize the given product. (1) Given the product [NH2:17][C:18](=[O:61])[C:19]([CH3:59])([CH3:60])[CH2:20][NH:21][C:22]([C@H:24]([CH:56]([CH3:57])[CH3:58])[CH2:25][C@@H:26]1[O:30][CH2:29][N:28]([C:31]([O:33][CH2:34][O:7][C:6]([C:3]2([CH2:2][OH:1])[CH2:5][CH2:4]2)=[O:8])=[O:32])[C@H:27]1[CH2:36][C@H:37]([CH2:41][C:42]1[CH:47]=[CH:46][C:45]([O:48][CH3:49])=[C:44]([O:50][CH2:51][CH2:52][CH2:53][O:54][CH3:55])[CH:43]=1)[CH:38]([CH3:39])[CH3:40])=[O:23], predict the reactants needed to synthesize it. The reactants are: [OH:1][CH2:2][C:3]1([C:6]([OH:8])=[O:7])[CH2:5][CH2:4]1.[I-].[Cs+].C(=O)([O-])[O-].[Cs+].[Cs+].[NH2:17][C:18](=[O:61])[C:19]([CH3:60])([CH3:59])[CH2:20][NH:21][C:22]([C@H:24]([CH:56]([CH3:58])[CH3:57])[CH2:25][C@@H:26]1[O:30][CH2:29][N:28]([C:31]([O:33][CH2:34]Cl)=[O:32])[C@H:27]1[CH2:36][C@H:37]([CH2:41][C:42]1[CH:47]=[CH:46][C:45]([O:48][CH3:49])=[C:44]([O:50][CH2:51][CH2:52][CH2:53][O:54][CH3:55])[CH:43]=1)[CH:38]([CH3:40])[CH3:39])=[O:23]. (2) Given the product [F:10][C:7]1[CH:8]=[CH:9][C:4]([C:3]([OH:2])=[O:24])=[CH:5][C:6]=1[NH:11][C:12]([C:14]1[N:18]2[CH:19]=[CH:20][C:21]([C:30]3[N:26]([CH3:25])[N:27]=[CH:28][CH:29]=3)=[CH:22][C:17]2=[N:16][CH:15]=1)=[O:13], predict the reactants needed to synthesize it. The reactants are: C[O:2][C:3](=[O:24])[C:4]1[CH:9]=[CH:8][C:7]([F:10])=[C:6]([NH:11][C:12]([C:14]2[N:18]3[CH:19]=[CH:20][C:21](Br)=[CH:22][C:17]3=[N:16][CH:15]=2)=[O:13])[CH:5]=1.[CH3:25][N:26]1[CH:30]=[CH:29][C:28](B2OC(C)(C)C(C)(C)O2)=[N:27]1.C(Cl)Cl.CC(O)=O. (3) Given the product [Si:8]([O:15][CH2:16][CH2:17][C:18]([CH3:3])=[CH:19][C:20]([O:22][CH2:23][CH3:24])=[O:21])([C:11]([CH3:14])([CH3:13])[CH3:12])([CH3:10])[CH3:9], predict the reactants needed to synthesize it. The reactants are: C[Li].[CH2:3](OCC)C.[Si:8]([O:15][CH2:16][CH2:17][C:18]#[C:19][C:20]([O:22][CH2:23][CH3:24])=[O:21])([C:11]([CH3:14])([CH3:13])[CH3:12])([CH3:10])[CH3:9].CO.Cl. (4) Given the product [BrH:1].[Cl:11][C:8]1[CH:9]=[CH:10][C:5]([C:3]2[N:18]3[CH2:19][CH2:20][N:16]=[C:17]3[S:21][CH:2]=2)=[CH:6][C:7]=1[C:12]([F:15])([F:14])[F:13], predict the reactants needed to synthesize it. The reactants are: [Br:1][CH2:2][C:3]([C:5]1[CH:10]=[CH:9][C:8]([Cl:11])=[C:7]([C:12]([F:15])([F:14])[F:13])[CH:6]=1)=O.[NH:16]1[CH2:20][CH2:19][NH:18][C:17]1=[S:21]. (5) Given the product [CH:10]1[C:9]2[C:8](=[CH:7][C:6]([NH:5][CH2:4][C:3]([OH:22])=[O:2])=[O:21])[C:20]3[C:15](=[CH:16][CH:17]=[CH:18][CH:19]=3)[C:14]=2[CH:13]=[CH:12][CH:11]=1, predict the reactants needed to synthesize it. The reactants are: C[O:2][C:3](=[O:22])[CH2:4][NH:5][C:6](=[O:21])[CH:7]=[C:8]1[C:20]2[CH:19]=[CH:18][CH:17]=[CH:16][C:15]=2[C:14]2[C:9]1=[CH:10][CH:11]=[CH:12][CH:13]=2.CO.[Li+].[OH-].Cl. (6) Given the product [OH:15][C@@H:9]1[CH2:8][N:7]([CH2:6][CH2:5][C@H:4]([N:16]2[C:22](=[O:23])[CH2:21][CH2:20][N:19]([C:24]3[CH:29]=[CH:28][CH:27]=[C:26]([C:30]([F:31])([F:33])[F:32])[CH:25]=3)[CH2:18][CH2:17]2)[CH2:3][OH:2])[CH2:14][CH2:13][C:10]21[CH2:12][CH2:11]2, predict the reactants needed to synthesize it. The reactants are: C[O:2][C:3](=O)[C@@H:4]([N:16]1[C:22](=[O:23])[CH2:21][CH2:20][N:19]([C:24]2[CH:29]=[CH:28][CH:27]=[C:26]([C:30]([F:33])([F:32])[F:31])[CH:25]=2)[CH2:18][CH2:17]1)[CH2:5][CH2:6][N:7]1[CH2:14][CH2:13][C:10]2([CH2:12][CH2:11]2)[C@H:9]([OH:15])[CH2:8]1.[Li+].[BH4-]. (7) Given the product [O:26]1[C:25]2[CH:30]=[CH:31][C:22]([CH2:21][NH:20][C:14]3([CH2:17][CH2:18][OH:19])[CH2:15][CH2:16][NH:11][CH2:12][CH2:13]3)=[CH:23][C:24]=2[O:29][CH2:28][CH2:27]1, predict the reactants needed to synthesize it. The reactants are: C(OC([N:11]1[CH2:16][CH2:15][C:14]([NH:20][CH2:21][C:22]2[CH:31]=[CH:30][C:25]3[O:26][CH2:27][CH2:28][O:29][C:24]=3[CH:23]=2)([CH2:17][CH2:18][OH:19])[CH2:13][CH2:12]1)=O)C1C=CC=CC=1. (8) Given the product [CH2:15]1[S:16]/[C:9](=[C:7]2/[N:6]=[C:5]3[C:4]([S:8]/2)=[CH:3][C:2](=[O:1])[CH:12]=[CH:11]3)/[NH:10][C@H:14]1[C:17]([OH:19])=[O:18], predict the reactants needed to synthesize it. The reactants are: [OH:1][C:2]1[CH:12]=[CH:11][C:5]2[N:6]=[C:7]([C:9]#[N:10])[S:8][C:4]=2[CH:3]=1.N[C@@H:14]([C:17]([OH:19])=[O:18])[CH2:15][SH:16]. (9) Given the product [C:1]([O:5][C:6]([N:8]1[CH2:13][C:12](=[O:14])[NH:11][C@@H:10]([CH2:15][O:16][C:19]2[CH:18]=[CH:17][C:26]3[C:21](=[CH:22][CH:23]=[CH:24][CH:25]=3)[CH:20]=2)[CH2:9]1)=[O:7])([CH3:4])([CH3:3])[CH3:2], predict the reactants needed to synthesize it. The reactants are: [C:1]([O:5][C:6]([N:8]1[CH2:13][C:12](=[O:14])[NH:11][C@@H:10]([CH2:15][OH:16])[CH2:9]1)=[O:7])([CH3:4])([CH3:3])[CH3:2].[CH:17]1[C:26]2[C:21](=[CH:22][CH:23]=[CH:24][CH:25]=2)[CH:20]=[CH:19][C:18]=1O.C1(P(C2C=CC=CC=2)C2C=CC=CC=2)C=CC=CC=1.N(C(OC(C)C)=O)=NC(OC(C)C)=O. (10) Given the product [Cl:1][C:2]1[N:10]=[C:9]2[C:5]([N:6]=[CH:7][N:8]2[CH:11]2[CH2:15][CH2:14][S:13][CH2:12]2)=[C:4]([NH:22][C:23]2[CH:28]=[CH:27][CH:26]=[CH:25][CH:24]=2)[N:3]=1, predict the reactants needed to synthesize it. The reactants are: [Cl:1][C:2]1[N:10]=[C:9]2[C:5]([N:6]=[CH:7][N:8]2[CH:11]2[CH2:15][CH2:14][S:13][CH2:12]2)=[C:4](Cl)[N:3]=1.C(O)CCC.[NH2:22][C:23]1[CH:28]=[CH:27][CH:26]=[CH:25][CH:24]=1.